Task: Predict which catalyst facilitates the given reaction.. Dataset: Catalyst prediction with 721,799 reactions and 888 catalyst types from USPTO Reactant: [I:1][C:2]1[CH:19]=[CH:18][C:5]([CH2:6][CH:7]([C:13](OCC)=[O:14])[C:8](OCC)=[O:9])=[CH:4][CH:3]=1.ClCCl.[H-].C([Al+]CC(C)C)C(C)C.[C@H](O)(C([O-])=O)[C@@H](O)C([O-])=O.[Na+].[K+]. Product: [I:1][C:2]1[CH:3]=[CH:4][C:5]([CH2:6][CH:7]([CH2:8][OH:9])[CH2:13][OH:14])=[CH:18][CH:19]=1. The catalyst class is: 715.